Predict the reactants needed to synthesize the given product. From a dataset of Full USPTO retrosynthesis dataset with 1.9M reactions from patents (1976-2016). Given the product [OH:1][C:2]1[CH:7]=[CH:6][C:5]([O:8][CH3:9])=[CH:4][C:3]=1[CH:10]([OH:23])[CH2:11][CH2:12][C:13]1[CH:18]=[CH:17][C:16]([O:19][CH3:20])=[CH:15][C:14]=1[O:21][CH3:22], predict the reactants needed to synthesize it. The reactants are: [OH:1][C:2]1[CH:7]=[CH:6][C:5]([O:8][CH3:9])=[CH:4][C:3]=1[C:10](=[O:23])[CH2:11][CH2:12][C:13]1[CH:18]=[CH:17][C:16]([O:19][CH3:20])=[CH:15][C:14]=1[O:21][CH3:22].[BH4-].[Na+].C(O)(=O)C.